From a dataset of Peptide-MHC class I binding affinity with 185,985 pairs from IEDB/IMGT. Regression. Given a peptide amino acid sequence and an MHC pseudo amino acid sequence, predict their binding affinity value. This is MHC class I binding data. (1) The peptide sequence is VSEKYTDMY. The MHC is HLA-B15:17 with pseudo-sequence HLA-B15:17. The binding affinity (normalized) is 0.553. (2) The MHC is HLA-A23:01 with pseudo-sequence HLA-A23:01. The peptide sequence is RSCTLPPLRF. The binding affinity (normalized) is 0.276. (3) The peptide sequence is RRGKANKPR. The MHC is HLA-B48:01 with pseudo-sequence HLA-B48:01. The binding affinity (normalized) is 0.0847. (4) The peptide sequence is KLHRYIDSM. The MHC is HLA-A26:01 with pseudo-sequence HLA-A26:01. The binding affinity (normalized) is 0.0847. (5) The peptide sequence is DAAASSLLY. The MHC is HLA-A03:01 with pseudo-sequence HLA-A03:01. The binding affinity (normalized) is 0.579.